This data is from Forward reaction prediction with 1.9M reactions from USPTO patents (1976-2016). The task is: Predict the product of the given reaction. (1) Given the reactants Cl[C:2]1[C:3]2[C:12]([C:13]#[N:14])=[CH:11][N:10](COCC[Si](C)(C)C)[C:4]=2[N:5]=[C:6]([S:8][CH3:9])[N:7]=1.[CH3:23][O:24][C:25]1[CH:26]=[C:27](B(O)O)[CH:28]=[CH:29][C:30]=1[O:31][CH3:32].CCCC[N+](CCCC)(CCCC)CCCC.[F-].C(N)CN, predict the reaction product. The product is: [CH3:23][O:24][C:25]1[C:30]([O:31][CH3:32])=[C:29]([C:2]2[C:3]3[C:12]([C:13]#[N:14])=[CH:11][NH:10][C:4]=3[N:5]=[C:6]([S:8][CH3:9])[N:7]=2)[CH:28]=[CH:27][CH:26]=1. (2) Given the reactants [F:1][C:2]1[CH:7]=[C:6]([F:8])[CH:5]=[CH:4][C:3]=1[C@H:9]([NH:22][C:23]([C:25]1[C:26]([OH:36])=[N:27][C:28]([N:31]2[CH:35]=[CH:34][CH:33]=[N:32]2)=[N:29][CH:30]=1)=[O:24])[C:10]1[CH:15]=[CH:14][C:13]([P:16]([CH3:21])(=[O:20])[O:17]CC)=[CH:12][CH:11]=1.[OH-].[Na+], predict the reaction product. The product is: [F:1][C:2]1[CH:7]=[C:6]([F:8])[CH:5]=[CH:4][C:3]=1[C@H:9]([NH:22][C:23]([C:25]1[C:26]([OH:36])=[N:27][C:28]([N:31]2[CH:35]=[CH:34][CH:33]=[N:32]2)=[N:29][CH:30]=1)=[O:24])[C:10]1[CH:15]=[CH:14][C:13]([P:16]([CH3:21])(=[O:17])[OH:20])=[CH:12][CH:11]=1. (3) Given the reactants C(=O)([O-])[O-].[Na+].[Na+].Br[C:8]1[CH:13]=[CH:12][CH:11]=[CH:10][C:9]=1[N+:14]([O-:16])=[O:15].[C:17]1(B(O)O)[CH:22]=[CH:21][CH:20]=[CH:19][CH:18]=1, predict the reaction product. The product is: [N+:14]([C:9]1[CH:10]=[CH:11][CH:12]=[CH:13][C:8]=1[C:17]1[CH:22]=[CH:21][CH:20]=[CH:19][CH:18]=1)([O-:16])=[O:15]. (4) Given the reactants [Br:1][C:2]1[C:3]2[N:4]([C:18]([C:22]([OH:24])=O)=[C:19]([CH3:21])[N:20]=2)[N:5]=[C:6]([C:8]2[CH:13]=[CH:12][CH:11]=[CH:10][C:9]=2[C:14]([F:17])([F:16])[F:15])[CH:7]=1.CN(C(ON1[N:41]=[N:40][C:35]2[CH:36]=[CH:37][CH:38]=[N:39]C1=2)=[N+](C)C)C.F[P-](F)(F)(F)(F)F.N1C=CC=CC=1.NC1N=NC=CC=1, predict the reaction product. The product is: [Br:1][C:2]1[C:3]2[N:4]([C:18]([C:22]([NH:39][C:38]3[N:41]=[N:40][CH:35]=[CH:36][CH:37]=3)=[O:24])=[C:19]([CH3:21])[N:20]=2)[N:5]=[C:6]([C:8]2[CH:13]=[CH:12][CH:11]=[CH:10][C:9]=2[C:14]([F:16])([F:17])[F:15])[CH:7]=1.